From a dataset of Forward reaction prediction with 1.9M reactions from USPTO patents (1976-2016). Predict the product of the given reaction. (1) Given the reactants C([O:5][C:6](=[O:26])[CH2:7][N:8]1[C:12]2[CH:13]=[CH:14][CH:15]=[CH:16][C:11]=2[N:10]=[C:9]1[S:17][CH2:18][CH2:19][CH:20]1[CH2:25][CH2:24][CH2:23][CH2:22][CH2:21]1)(C)(C)C, predict the reaction product. The product is: [CH:20]1([CH2:19][CH2:18][S:17][C:9]2[N:8]([CH2:7][C:6]([OH:26])=[O:5])[C:12]3[CH:13]=[CH:14][CH:15]=[CH:16][C:11]=3[N:10]=2)[CH2:25][CH2:24][CH2:23][CH2:22][CH2:21]1. (2) Given the reactants ClC(Cl)(OC(=O)[O:6][C:7]([Cl:10])(Cl)Cl)Cl.[CH3:13][C@H:14]1[CH2:23][NH:22][C:21]2[C:16](=[CH:17][CH:18]=[C:19]([C:24]3[CH:25]=[N:26][N:27]([CH:29]4[CH2:32][O:31][CH2:30]4)[CH:28]=3)[CH:20]=2)[N:15]1[C:33](=[O:35])[CH3:34].C(N(CC)C(C)C)(C)C, predict the reaction product. The product is: [C:33]([N:15]1[C:16]2[C:21](=[CH:20][C:19]([C:24]3[CH:25]=[N:26][N:27]([CH:29]4[CH2:32][O:31][CH2:30]4)[CH:28]=3)=[CH:18][CH:17]=2)[N:22]([C:7]([Cl:10])=[O:6])[CH2:23][C@@H:14]1[CH3:13])(=[O:35])[CH3:34]. (3) Given the reactants Br[C:2]1[CH:7]=[CH:6][C:5]([O:8][CH3:9])=[CH:4][C:3]=1[Cl:10].[O:11]1[CH:15]=[CH:14][N:13]=[CH:12]1.CC([O-])(C)C.[K+], predict the reaction product. The product is: [Cl:10][C:3]1[CH:4]=[C:5]([O:8][CH3:9])[CH:6]=[CH:7][C:2]=1[C:12]1[O:11][CH:15]=[CH:14][N:13]=1. (4) Given the reactants [Cl-].[Na+].[Na+].[Na+].[Cl-].[Cl-].[I:7][C:8]1[N:9]=[C:10]([C:16]2[CH:21]=[CH:20][C:19]([CH3:22])=[CH:18][CH:17]=2)[O:11][C:12]=1[C:13]([OH:15])=O.[O-:23][N+:24]1[C:29]([C:30]([F:33])([F:32])[F:31])=[CH:28][CH:27]=[C:26]([C@H:34]([NH2:36])[CH3:35])[CH:25]=1.C(Cl)CCl.C1C=NC2N(O)N=NC=2C=1.C(N(CC)CC)C, predict the reaction product. The product is: [I:7][C:8]1[N:9]=[C:10]([C:16]2[CH:21]=[CH:20][C:19]([CH3:22])=[CH:18][CH:17]=2)[O:11][C:12]=1[C:13]([NH:36][C@@H:34]([C:26]1[CH:25]=[N+:24]([O-:23])[C:29]([C:30]([F:31])([F:32])[F:33])=[CH:28][CH:27]=1)[CH3:35])=[O:15]. (5) Given the reactants C[N+]1([O-])CC[O:5]CC1.[CH3:9][C:10]1[N:18]2[C:13]([CH2:14]O[C:16]3[C:22](CC=C)=[CH:21][CH:20]=[CH:19][C:17]=32)=[N:12][N:11]=1.[CH3:26][C:27]([CH3:29])=[O:28].[OH2:30], predict the reaction product. The product is: [CH3:9][C:10]1[N:18]2[C:13]([CH2:14][O:30][C:16]3[C:22]([CH2:26][CH:27]([OH:28])[CH2:29][OH:5])=[CH:21][CH:20]=[CH:19][C:17]=32)=[N:12][N:11]=1. (6) Given the reactants [C:1]([O:5][C:6](=[O:17])[NH:7][C@H:8]([C:10]1[CH:15]=[CH:14][CH:13]=[C:12]([OH:16])[CH:11]=1)[CH3:9])([CH3:4])([CH3:3])[CH3:2].Br[C:19]1[CH:20]=[N:21][CH:22]=[CH:23][CH:24]=1.C(=O)([O-])[O-].[K+].[K+], predict the reaction product. The product is: [C:1]([O:5][C:6](=[O:17])[NH:7][C@H:8]([C:10]1[CH:15]=[CH:14][CH:13]=[C:12]([O:16][C:19]2[CH:20]=[N:21][CH:22]=[CH:23][CH:24]=2)[CH:11]=1)[CH3:9])([CH3:2])([CH3:3])[CH3:4]. (7) Given the reactants [O:1]=[S:2]1(=[O:20])[NH:7][CH2:6][CH2:5][CH:4](C)[N:3]1[C:9]1[CH:18]=[CH:17][C:12]([C:13]([O:15]C)=[O:14])=[CH:11][C:10]=1[CH3:19].[OH-].[Li+].[CH2:23](O)C, predict the reaction product. The product is: [O:1]=[S:2]1(=[O:20])[N:7]([CH3:23])[CH2:6][CH2:5][CH2:4][N:3]1[C:9]1[CH:18]=[CH:17][C:12]([C:13]([OH:15])=[O:14])=[CH:11][C:10]=1[CH3:19]. (8) Given the reactants [NH2:1][C:2]1[CH:7]=[CH:6][CH:5]=[CH:4][C:3]=1[CH:8]1[CH2:13][CH2:12][N:11]([C:14]([O:16][C:17]([CH3:20])([CH3:19])[CH3:18])=[O:15])[CH2:10][CH2:9]1.N1C=CC=CC=1.[CH3:27][S:28](Cl)(=[O:30])=[O:29], predict the reaction product. The product is: [CH3:27][S:28]([NH:1][C:2]1[CH:7]=[CH:6][CH:5]=[CH:4][C:3]=1[CH:8]1[CH2:9][CH2:10][N:11]([C:14]([O:16][C:17]([CH3:20])([CH3:19])[CH3:18])=[O:15])[CH2:12][CH2:13]1)(=[O:30])=[O:29]. (9) Given the reactants [NH2:1][C:2]1[CH:22]=[CH:21][C:5]2[N:6]([C@@H:9]([C:15]3[CH:20]=[CH:19][CH:18]=[CH:17][CH:16]=3)[CH2:10][C:11]([O:13][CH3:14])=[O:12])[CH:7]=[N:8][C:4]=2[CH:3]=1.C(NC(C)C)(C)C.[C:30]1([N:36]=[C:37]=[O:38])[CH:35]=[CH:34][CH:33]=[CH:32][CH:31]=1, predict the reaction product. The product is: [NH:36]([C:37]([NH:1][C:2]1[CH:22]=[CH:21][C:5]2[N:6]([C@@H:9]([C:15]3[CH:16]=[CH:17][CH:18]=[CH:19][CH:20]=3)[CH2:10][C:11]([O:13][CH3:14])=[O:12])[CH:7]=[N:8][C:4]=2[CH:3]=1)=[O:38])[C:30]1[CH:35]=[CH:34][CH:33]=[CH:32][CH:31]=1.